From a dataset of Reaction yield outcomes from USPTO patents with 853,638 reactions. Predict the reaction yield, written as a fraction of the theoretical maximum amount of product (1.0 means a 100% yield; for example, 0.34 means a 34% yield). (1) The reactants are [CH3:1][C:2]1[N:7]=[C:6]([C:8]2[CH:13]=[CH:12][N:11]=[C:10](SC)[N:9]=2)[CH:5]=[CH:4][CH:3]=1.O[O:17][S:18]([O-:20])=O.[K+].[C:22]([O-])(O)=O.[Na+]. The catalyst is CO. The product is [CH3:22][S:18]([C:10]1[N:9]=[C:8]([C:6]2[CH:5]=[CH:4][CH:3]=[C:2]([CH3:1])[N:7]=2)[CH:13]=[CH:12][N:11]=1)(=[O:20])=[O:17]. The yield is 0.700. (2) The reactants are [NH2:1][CH2:2][CH2:3][CH:4]1[C:8]2[C:9]3[N:10]([N:13]=[CH:14][C:15]=3[C:16](OCC)=O)[CH:11]=[CH:12][C:7]=2[CH2:6][CH2:5]1.C1(C)C=CC=CC=1.[H-].C([Al+]CC(C)C)C(C)C.O.O.O.O.O.O.O.O.O.O.S([O-])([O-])(=O)=O.[Na+].[Na+].C(N(CC)CC)C.[C:62](OC(=O)C)(=[O:64])[CH3:63]. The catalyst is O1CCCC1.O. The product is [CH3:16][C:15]1[CH:14]=[N:13][N:10]2[CH:11]=[CH:12][C:7]3[CH2:6][CH2:5][CH:4]([CH2:3][CH2:2][NH:1][C:62](=[O:64])[CH3:63])[C:8]=3[C:9]=12. The yield is 0.170. (3) The reactants are [CH2:1]([O:8][C:9](=[O:14])[NH:10][CH2:11][CH2:12][OH:13])[C:2]1[CH:7]=[CH:6][CH:5]=[CH:4][CH:3]=1.CCN(C(C)C)C(C)C. The catalyst is C(Cl)Cl.CS(C)=O. The product is [CH2:1]([O:8][C:9](=[O:14])[NH:10][CH2:11][CH:12]=[O:13])[C:2]1[CH:7]=[CH:6][CH:5]=[CH:4][CH:3]=1. The yield is 0.820. (4) The product is [Cl:37][C:24]1[CH:25]=[CH:26][C:27]2[C:32](=[CH:31][CH:30]=[CH:29][CH:28]=2)[C:23]=1[O:22][P:21](=[N:12][C@@H:13]([CH3:20])[C:14]([O:16][CH2:17][CH2:18][CH3:19])=[O:15])=[O:33]. The yield is 0.820. The reactants are S(C1C=CC(C)=CC=1)([O-])(=O)=O.[NH2:12][C@@H:13]([CH3:20])[C:14]([O:16][CH2:17][CH2:18][CH3:19])=[O:15].[P:21](Cl)(Cl)(=[O:33])[O:22][C:23]1[C:32]2[C:27](=[CH:28][CH:29]=[CH:30][CH:31]=2)[CH:26]=[CH:25][CH:24]=1.C(Cl)[Cl:37]. No catalyst specified. (5) The reactants are [Cl:1][C:2]1[CH:3]=[C:4]([C:12]2[O:13][C:14]([CH:17]3[CH2:22][CH2:21][N:20]([CH:23]4[CH2:28][CH2:27][O:26][CH2:25][CH2:24]4)[CH2:19][CH2:18]3)=[N:15][N:16]=2)[C:5]2[O:9][CH2:8][CH2:7][C:6]=2[C:10]=1[NH2:11].[C:29]([OH:34])(=[O:33])[C:30]([OH:32])=[O:31]. The catalyst is C(O)C.CC(O)C. The product is [C:29]([OH:34])(=[O:33])[C:30]([OH:32])=[O:31].[Cl:1][C:2]1[CH:3]=[C:4]([C:12]2[O:13][C:14]([CH:17]3[CH2:18][CH2:19][N:20]([CH:23]4[CH2:28][CH2:27][O:26][CH2:25][CH2:24]4)[CH2:21][CH2:22]3)=[N:15][N:16]=2)[C:5]2[O:9][CH2:8][CH2:7][C:6]=2[C:10]=1[NH2:11]. The yield is 0.903. (6) The reactants are [F:1][C:2]([F:10])([F:9])[C:3]([CH3:8])([CH3:7])[C:4](O)=[O:5].C(Cl)(=O)C(Cl)=O.[NH4+:17].[OH-]. The catalyst is C(Cl)Cl.CN(C=O)C.C1COCC1. The product is [F:1][C:2]([F:10])([F:9])[C:3]([CH3:8])([CH3:7])[C:4]([NH2:17])=[O:5]. The yield is 0.740. (7) The reactants are [CH2:1]([C:8]1[CH:9]=[CH:10][C:11]2[O:15][C:14]([C:16]3[CH:23]=[CH:22][C:21]([CH2:24][OH:25])=[CH:20][C:17]=3[C:18]#[N:19])=[CH:13][C:12]=2[CH:26]=1)[C:2]1[CH:7]=[CH:6][CH:5]=[CH:4][CH:3]=1. The catalyst is C(#N)C.CCC[N+](CCC)(CCC)CCC.[O-][Ru](=O)(=O)=O. The product is [CH2:1]([C:8]1[CH:9]=[CH:10][C:11]2[O:15][C:14]([C:16]3[CH:23]=[CH:22][C:21]([CH:24]=[O:25])=[CH:20][C:17]=3[C:18]#[N:19])=[CH:13][C:12]=2[CH:26]=1)[C:2]1[CH:7]=[CH:6][CH:5]=[CH:4][CH:3]=1. The yield is 0.930.